From a dataset of NCI-60 drug combinations with 297,098 pairs across 59 cell lines. Regression. Given two drug SMILES strings and cell line genomic features, predict the synergy score measuring deviation from expected non-interaction effect. (1) Drug 1: COC1=NC(=NC2=C1N=CN2C3C(C(C(O3)CO)O)O)N. Drug 2: CCN(CC)CCNC(=O)C1=C(NC(=C1C)C=C2C3=C(C=CC(=C3)F)NC2=O)C. Cell line: NCI-H226. Synergy scores: CSS=-8.27, Synergy_ZIP=2.78, Synergy_Bliss=0.372, Synergy_Loewe=-7.47, Synergy_HSA=-6.46. (2) Drug 1: COC1=C(C=C2C(=C1)N=CN=C2NC3=CC(=C(C=C3)F)Cl)OCCCN4CCOCC4. Drug 2: C1=CC(=CC=C1C#N)C(C2=CC=C(C=C2)C#N)N3C=NC=N3. Cell line: HCT116. Synergy scores: CSS=11.1, Synergy_ZIP=0.428, Synergy_Bliss=1.52, Synergy_Loewe=-3.91, Synergy_HSA=1.75.